From a dataset of Full USPTO retrosynthesis dataset with 1.9M reactions from patents (1976-2016). Predict the reactants needed to synthesize the given product. (1) Given the product [Cl:1][C:2]1[C:10]([Cl:11])=[CH:9][CH:8]=[CH:7][C:3]=1[C:4]([NH:18][CH2:17][CH:16]([O:15][CH:12]([CH3:14])[CH3:13])[C:19]1[CH:20]=[N:21][C:22]([CH3:25])=[N:23][CH:24]=1)=[O:6], predict the reactants needed to synthesize it. The reactants are: [Cl:1][C:2]1[C:10]([Cl:11])=[CH:9][CH:8]=[CH:7][C:3]=1[C:4]([OH:6])=O.[CH:12]([O:15][CH:16]([C:19]1[CH:20]=[N:21][C:22]([CH3:25])=[N:23][CH:24]=1)[CH2:17][NH2:18])([CH3:14])[CH3:13]. (2) Given the product [N+:31]([C:9]1[CH:10]=[CH:11][C:6]2[C:5]3[CH:12]=[CH:13][C:14]([S:16]([O-:19])(=[O:17])=[O:18])=[CH:15][C:4]=3[S+:3]([C:2]([F:1])([F:20])[F:21])[C:7]=2[CH:8]=1)([O-:33])=[O:32], predict the reactants needed to synthesize it. The reactants are: [F:1][C:2]([F:21])([F:20])[S+:3]1[C:7]2[CH:8]=[CH:9][CH:10]=[CH:11][C:6]=2[C:5]2[CH:12]=[CH:13][C:14]([S:16]([O-:19])(=[O:18])=[O:17])=[CH:15][C:4]1=2.OS(O)(=O)=O.O=S(=O)=O.[N+:31]([O-])([OH:33])=[O:32]. (3) Given the product [F:19][C:2]([F:1])([F:20])[C:3]1[CH:4]=[CH:5][C:6]([CH:9]2[CH2:10][CH:11]([C:12]([O:14][CH3:15])=[O:13])[CH2:16][CH2:17][NH:18]2)=[CH:7][CH:8]=1, predict the reactants needed to synthesize it. The reactants are: [F:1][C:2]([F:20])([F:19])[C:3]1[CH:8]=[CH:7][C:6]([C:9]2[CH:10]=[C:11]([CH:16]=[CH:17][N:18]=2)[C:12]([O:14][CH3:15])=[O:13])=[CH:5][CH:4]=1. (4) Given the product [C:24]([O:28][C:29]([N:31]1[CH2:36][CH2:35][CH:34]([O:22][C:21]2[N:20]=[CH:19][N:18]=[C:17]3[N:13]([C:4]4[CH:5]=[CH:6][C:7]([S:9]([CH3:12])(=[O:10])=[O:11])=[CH:8][C:3]=4[N:2]([CH3:23])[CH3:1])[N:14]=[CH:15][C:16]=23)[CH2:33][CH2:32]1)=[O:30])([CH3:27])([CH3:25])[CH3:26], predict the reactants needed to synthesize it. The reactants are: [CH3:1][N:2]([CH3:23])[C:3]1[CH:8]=[C:7]([S:9]([CH3:12])(=[O:11])=[O:10])[CH:6]=[CH:5][C:4]=1[N:13]1[C:17]2=[N:18][CH:19]=[N:20][C:21]([OH:22])=[C:16]2[CH:15]=[N:14]1.[C:24]([O:28][C:29]([N:31]1[CH2:36][CH2:35][CH:34](O)[CH2:33][CH2:32]1)=[O:30])([CH3:27])([CH3:26])[CH3:25].C1(P(C2C=CC=CC=2)C2C=CC=CC=2)C=CC=CC=1.N(C(OC(C)C)=O)=NC(OC(C)C)=O.